The task is: Predict the reaction yield, written as a fraction of the theoretical maximum amount of product (1.0 means a 100% yield; for example, 0.34 means a 34% yield).. This data is from Reaction yield outcomes from USPTO patents with 853,638 reactions. (1) The reactants are [CH3:1][O:2][C:3]1[CH:4]=[C:5]2[C:10](=[CH:11][CH:12]=1)[CH2:9][C:8](=O)[CH2:7][CH2:6]2.[CH2:14]([NH2:16])[CH3:15].C1COCC1.C(O)(=O)C.C(O[BH-](OC(=O)C)OC(=O)C)(=O)C.[Na+].[OH-].[Na+].[F:42][C:43]([F:59])([F:58])[O:44][C:45]1[CH:50]=[CH:49][C:48]([O:51][C:52](=O)[O:53]C(Cl)C)=[CH:47][CH:46]=1. The catalyst is C(Cl)Cl.C1(C)C=CC=CC=1.CCOCC. The product is [F:42][C:43]([F:58])([F:59])[O:44][C:45]1[CH:46]=[CH:47][C:48]([O:51][C:52](=[O:53])[N:16]([CH2:14][CH3:15])[CH:8]2[CH2:7][CH2:6][C:5]3[C:10](=[CH:11][CH:12]=[C:3]([O:2][CH3:1])[CH:4]=3)[CH2:9]2)=[CH:49][CH:50]=1. The yield is 0.480. (2) The reactants are [Br:1][C:2]1[CH:3]=[C:4]2[C:10]([C:11](N(OC)C)=[O:12])=[N:9][N:8]([CH:17]3[CH2:22][CH2:21][CH2:20][CH2:19][O:18]3)[C:5]2=[N:6][CH:7]=1.[H-].[Al+3].[Li+].[H-].[H-].[H-]. The catalyst is C1COCC1. The product is [Br:1][C:2]1[CH:3]=[C:4]2[C:10]([CH:11]=[O:12])=[N:9][N:8]([CH:17]3[CH2:22][CH2:21][CH2:20][CH2:19][O:18]3)[C:5]2=[N:6][CH:7]=1. The yield is 0.910. (3) The reactants are [NH2:1][C:2]1[C:3]([C:12]#[C:13][C:14]2[N:15]([CH3:25])[N:16]=[C:17]3[C:22]=2[CH:21]=[CH:20][C:19]([O:23][CH3:24])=[CH:18]3)=[N:4][CH:5]=[CH:6][C:7]=1[C:8]([O:10][CH3:11])=[O:9].C([O-])([O-])=O.[Ca+2]. The catalyst is CN(C=O)C.[Cu]I. The product is [CH3:24][O:23][C:19]1[CH:20]=[CH:21][C:22]2[C:17]([CH:18]=1)=[N:16][N:15]([CH3:25])[C:14]=2[C:13]1[NH:1][C:2]2[C:3](=[N:4][CH:5]=[CH:6][C:7]=2[C:8]([O:10][CH3:11])=[O:9])[CH:12]=1. The yield is 0.130.